Dataset: Full USPTO retrosynthesis dataset with 1.9M reactions from patents (1976-2016). Task: Predict the reactants needed to synthesize the given product. (1) Given the product [C:26]([Si:13]([C:14]1[CH:19]=[CH:18][CH:17]=[CH:16][CH:15]=1)([C:20]1[CH:21]=[CH:22][CH:23]=[CH:24][CH:25]=1)[O:12][CH:10]1[CH2:9][NH:8][CH2:11]1)([CH3:29])([CH3:27])[CH3:28], predict the reactants needed to synthesize it. The reactants are: C(OC([N:8]1[CH2:11][CH:10]([O:12][Si:13]([C:26]([CH3:29])([CH3:28])[CH3:27])([C:20]2[CH:25]=[CH:24][CH:23]=[CH:22][CH:21]=2)[C:14]2[CH:19]=[CH:18][CH:17]=[CH:16][CH:15]=2)[CH2:9]1)=O)(C)(C)C.Cl.O1CCOCC1. (2) The reactants are: [CH2:1]([C:3]1[S:7][C:6]([N:8]=[C:9]=[S:10])=[C:5]([C:11]([O:13]C)=O)[CH:4]=1)[CH3:2].[CH3:15][C:16]1[N:17]=[CH:18][N:19]([CH2:21][CH2:22][CH2:23][NH2:24])[CH:20]=1. Given the product [CH2:1]([C:3]1[S:7][C:6]2[NH:8][C:9](=[S:10])[N:24]([CH2:23][CH2:22][CH2:21][N:19]3[CH:20]=[C:16]([CH3:15])[N:17]=[CH:18]3)[C:11](=[O:13])[C:5]=2[CH:4]=1)[CH3:2], predict the reactants needed to synthesize it. (3) Given the product [C:1]([C:4]1[N:9]=[C:8]([C:10]([OH:12])=[O:11])[CH:7]=[CH:6][CH:5]=1)#[N:2], predict the reactants needed to synthesize it. The reactants are: [C:1]([C:4]1[N:9]=[C:8]([C:10]([OH:12])=[O:11])[CH:7]=[CH:6][CH:5]=1)(=O)[NH2:2]. (4) Given the product [SH:5][C:6]1[CH:7]=[C:8]([CH:11]=[C:12]([SH:14])[CH:13]=1)[CH2:9][OH:10], predict the reactants needed to synthesize it. The reactants are: CN(C)C([S:5][C:6]1[CH:7]=[C:8]([CH:11]=[C:12]([S:14]C(=O)N(C)C)[CH:13]=1)[CH2:9][OH:10])=O.[OH-].[Na+]. (5) The reactants are: [Cl:1][C:2]1[CH:3]=[N:4][C:5]([N:8]2[CH2:17][CH2:16][C:11]3(OCC[O:12]3)[CH2:10][CH2:9]2)=[N:6][CH:7]=1.[OH-].[Na+]. Given the product [Cl:1][C:2]1[CH:3]=[N:4][C:5]([N:8]2[CH2:17][CH2:16][C:11](=[O:12])[CH2:10][CH2:9]2)=[N:6][CH:7]=1, predict the reactants needed to synthesize it. (6) Given the product [Cl:31][C:23]1[CH:22]=[C:21]([C:19]2[O:18][N:17]=[C:16]([C:10]3[C:11]4[CH:12]=[CH:13][O:14][C:15]=4[C:7]([O:6][CH2:5][C:4]([OH:32])=[O:3])=[CH:8][CH:9]=3)[N:20]=2)[CH:26]=[CH:25][C:24]=1[O:27][CH:28]([CH3:30])[CH3:29], predict the reactants needed to synthesize it. The reactants are: C([O:3][C:4](=[O:32])[CH2:5][O:6][C:7]1[C:15]2[O:14][CH:13]=[CH:12][C:11]=2[C:10]([C:16]2[N:20]=[C:19]([C:21]3[CH:26]=[CH:25][C:24]([O:27][CH:28]([CH3:30])[CH3:29])=[C:23]([Cl:31])[CH:22]=3)[O:18][N:17]=2)=[CH:9][CH:8]=1)C.[OH-].[Na+].Cl. (7) Given the product [CH2:1]([O:3][C:4](=[O:17])[C:5]([O:8][C:9]1[CH:10]=[CH:11][C:12]([CH2:15][NH:16][C:28](=[O:29])[CH2:27][C:26]2[C:21]([CH:18]3[CH2:19][CH2:20]3)=[N:22][C:23]([C:31]3[CH:32]=[CH:33][C:34]([C:37]([F:40])([F:39])[F:38])=[CH:35][CH:36]=3)=[N:24][CH:25]=2)=[CH:13][CH:14]=1)([CH3:7])[CH3:6])[CH3:2], predict the reactants needed to synthesize it. The reactants are: [CH2:1]([O:3][C:4](=[O:17])[C:5]([O:8][C:9]1[CH:14]=[CH:13][C:12]([CH2:15][NH2:16])=[CH:11][CH:10]=1)([CH3:7])[CH3:6])[CH3:2].[CH:18]1([C:21]2[C:26]([CH2:27][C:28](O)=[O:29])=[CH:25][N:24]=[C:23]([C:31]3[CH:36]=[CH:35][C:34]([C:37]([F:40])([F:39])[F:38])=[CH:33][CH:32]=3)[N:22]=2)[CH2:20][CH2:19]1.ClCC1C(C2CC2)=NC(C2C=CC(C(F)(F)F)=CC=2)=NC=1. (8) Given the product [C:30]([N:15]1[CH2:16][CH2:17][CH2:18][C@@H:13]([NH:12][C:11]2[C:2]([CH3:1])=[N:3][C:4]3[C:9]([N:10]=2)=[C:8]([C:19]2[NH:27][C:26]4[CH2:25][CH2:24][NH:23][C:22](=[O:28])[C:21]=4[CH:20]=2)[CH:7]=[CH:6][CH:5]=3)[CH2:14]1)(=[O:31])[CH3:29], predict the reactants needed to synthesize it. The reactants are: [CH3:1][C:2]1[C:11]([NH:12][C@@H:13]2[CH2:18][CH2:17][CH2:16][NH:15][CH2:14]2)=[N:10][C:9]2[C:4](=[CH:5][CH:6]=[CH:7][C:8]=2[C:19]2[NH:27][C:26]3[CH2:25][CH2:24][NH:23][C:22](=[O:28])[C:21]=3[CH:20]=2)[N:3]=1.[CH3:29][C:30](OC(C)=O)=[O:31].C(Cl)Cl.C([O-])(O)=O.[Na+]. (9) Given the product [ClH:46].[NH2:37][C@@H:29]([CH2:30][C:31]1[CH:36]=[CH:35][CH:34]=[CH:33][N:32]=1)[C:28]([N:25]1[CH2:24][CH2:23][CH:22]([N:13]2[N:12]=[C:11]([C:5]3[CH:6]=[CH:7][C:8]([O:9][CH3:10])=[C:3]([O:2][CH3:1])[CH:4]=3)[C@@H:20]3[C@@H:15]([CH2:16][CH2:17][CH2:18][CH2:19]3)[C:14]2=[O:21])[CH2:27][CH2:26]1)=[O:45], predict the reactants needed to synthesize it. The reactants are: [CH3:1][O:2][C:3]1[CH:4]=[C:5]([C:11]2[C@@H:20]3[C@@H:15]([CH2:16][CH2:17][CH2:18][CH2:19]3)[C:14](=[O:21])[N:13]([CH:22]3[CH2:27][CH2:26][N:25]([C:28](=[O:45])[C@@H:29]([NH:37]C(=O)OC(C)(C)C)[CH2:30][C:31]4[CH:36]=[CH:35][CH:34]=[CH:33][N:32]=4)[CH2:24][CH2:23]3)[N:12]=2)[CH:6]=[CH:7][C:8]=1[O:9][CH3:10].[ClH:46].